Task: Predict the product of the given reaction.. Dataset: Forward reaction prediction with 1.9M reactions from USPTO patents (1976-2016) (1) Given the reactants [NH2:1][CH:2]([C:7]1[CH:12]=[CH:11][CH:10]=[C:9]([Br:13])[CH:8]=1)[C:3](OC)=[O:4].[NH3:14], predict the reaction product. The product is: [NH2:1][CH:2]([C:7]1[CH:12]=[CH:11][CH:10]=[C:9]([Br:13])[CH:8]=1)[C:3]([NH2:14])=[O:4]. (2) The product is: [ClH:1].[Cl:1][C:2]1[CH:7]=[CH:6][C:5]([C:8]2[N:13]=[C:12]([C:14]([NH:31][C:32]3([C:42]([OH:44])=[O:43])[CH:39]4[CH2:38][CH:37]5[CH2:36][CH:35]([CH2:34][CH:33]3[CH2:41]5)[CH2:40]4)=[O:15])[CH:11]=[CH:10][C:9]=2[N:18]2[CH2:22][CH2:21][CH2:20][C:19]2=[O:23])=[CH:4][C:3]=1[O:24][CH2:25][CH2:26][CH2:27][N:28]([CH3:29])[CH3:30]. Given the reactants [Cl:1][C:2]1[CH:7]=[CH:6][C:5]([C:8]2[N:13]=[C:12]([C:14](OC)=[O:15])[CH:11]=[CH:10][C:9]=2[N:18]2[CH2:22][CH2:21][CH2:20][C:19]2=[O:23])=[CH:4][C:3]=1[O:24][CH2:25][CH2:26][CH2:27][N:28]([CH3:30])[CH3:29].[NH2:31][C:32]1([C:42]([OH:44])=[O:43])[CH:39]2[CH2:40][CH:35]3[CH2:36][CH:37]([CH2:41][CH:33]1[CH2:34]3)[CH2:38]2, predict the reaction product. (3) Given the reactants [N+:1]([C:4]1[CH:13]=[CH:12][C:7]2[NH:8][C:9](=[O:11])[S:10][C:6]=2[CH:5]=1)([O-])=O, predict the reaction product. The product is: [NH2:1][C:4]1[CH:13]=[CH:12][C:7]2[NH:8][C:9](=[O:11])[S:10][C:6]=2[CH:5]=1. (4) Given the reactants [BH4-].[Na+].[O:3]=[C:4]1[C:9]([CH2:10][C:11]2[CH:16]=[CH:15][C:14]([C:17]3[C:18]([C:23]#[N:24])=[CH:19][CH:20]=[CH:21][CH:22]=3)=[CH:13][CH:12]=2)=[C:8]([CH2:25][CH2:26][CH3:27])[N:7]2[N:28]=[CH:29][N:30]=[C:6]2[N:5]1[CH:31]1[CH2:36][CH2:35][C:34](=[O:37])[CH2:33][CH2:32]1.O1CCCC1.[Cl-].[NH4+], predict the reaction product. The product is: [OH:37][C@@H:34]1[CH2:35][CH2:36][C@H:31]([N:5]2[C:4](=[O:3])[C:9]([CH2:10][C:11]3[CH:16]=[CH:15][C:14]([C:17]4[C:18]([C:23]#[N:24])=[CH:19][CH:20]=[CH:21][CH:22]=4)=[CH:13][CH:12]=3)=[C:8]([CH2:25][CH2:26][CH3:27])[N:7]3[N:28]=[CH:29][N:30]=[C:6]23)[CH2:32][CH2:33]1. (5) Given the reactants [Br:1][C:2]1[C:3](O)=[N:4][C:5]([NH:8][C:9]2[CH:10]=[CH:11][C:12]([S:15]([NH2:18])(=[O:17])=[O:16])=[N:13][CH:14]=2)=[N:6][CH:7]=1.C(N(CC)C1C=CC=CC=1)C.P(Cl)(Cl)([Cl:33])=O, predict the reaction product. The product is: [Br:1][C:2]1[C:3]([Cl:33])=[N:4][C:5]([NH:8][C:9]2[CH:10]=[CH:11][C:12]([S:15]([NH2:18])(=[O:17])=[O:16])=[N:13][CH:14]=2)=[N:6][CH:7]=1. (6) Given the reactants [C:1]1([CH3:10])[CH:6]=[CH:5][C:4](C(Cl)=O)=[CH:3][CH:2]=1.[C:11]([C:15]1[CH:30]=[CH:29][C:18]([C:19]([NH:21][C:22]2[C:23]([NH2:28])=[CH:24][CH:25]=[CH:26][CH:27]=2)=[O:20])=[CH:17][CH:16]=1)([CH3:14])([CH3:13])[CH3:12], predict the reaction product. The product is: [CH3:10][C:1]1[CH:6]=[CH:5][C:4]([NH:28][C:23]2[C:22]([NH:21][C:19](=[O:20])[C:18]3[CH:29]=[CH:30][C:15]([C:11]([CH3:14])([CH3:12])[CH3:13])=[CH:16][CH:17]=3)=[CH:27][CH:26]=[CH:25][CH:24]=2)=[CH:3][CH:2]=1. (7) Given the reactants [OH:1][C@H:2]1[CH2:7][CH2:6][C@H:5]2[C@H:8]3[C:17]([C@@H:18]([C:20]4[CH:27]=[CH:26][C:23]([CH:24]=[O:25])=[CH:22][CH:21]=4)[CH2:19][C@:3]12[CH3:4])=[C:16]1[C:11](=[CH:12][C:13](=[O:28])[CH2:14][CH2:15]1)[CH2:10][CH2:9]3.C1C(=O)N([Br:36])C(=O)C1, predict the reaction product. The product is: [Br:36][C:12]1[C:13](=[O:28])[CH2:14][CH2:15][C:16]2[C:11]=1[CH2:10][CH2:9][C@@H:8]1[C:17]=2[C@@H:18]([C:20]2[CH:21]=[CH:22][C:23]([CH:24]=[O:25])=[CH:26][CH:27]=2)[CH2:19][C@@:3]2([CH3:4])[C@H:5]1[CH2:6][CH2:7][C@@H:2]2[OH:1]. (8) Given the reactants [O:1]=[C:2]1[CH2:11][CH2:10][CH2:9][C:8]2[CH:7]=[C:6]([C:12]#[N:13])[CH:5]=[CH:4][C:3]1=2.CO.C(Cl)(=O)C, predict the reaction product. The product is: [OH:1][C@H:2]1[CH2:11][CH2:10][CH2:9][C:8]2[CH:7]=[C:6]([C:12]#[N:13])[CH:5]=[CH:4][C:3]1=2. (9) Given the reactants Cl[C:2]1[C:7]([N+:8]([O-:10])=[O:9])=[CH:6][CH:5]=[C:4]([Cl:11])[N:3]=1.CO[C:14]1C=C[C:17]([SH:20])=[CH:16][CH:15]=1.[H-].[Na+].[CH2:23]1[CH2:27][O:26][CH2:25][CH2:24]1, predict the reaction product. The product is: [Cl:11][C:4]1[N:3]=[C:2]([S:20][CH2:17][C:16]2[CH:24]=[CH:23][C:27]([O:26][CH3:25])=[CH:14][CH:15]=2)[C:7]([N+:8]([O-:10])=[O:9])=[CH:6][CH:5]=1.